Dataset: Experimentally validated miRNA-target interactions with 360,000+ pairs, plus equal number of negative samples. Task: Binary Classification. Given a miRNA mature sequence and a target amino acid sequence, predict their likelihood of interaction. (1) The miRNA is mmu-miR-539-3p with sequence CAUACAAGGAUAAUUUCUUUUU. The protein sequence of the target gene is MAAQRNRSKESKDCSGLVLLCLFFGIPWEAGARQISYSIPEELEKGSFVGNISKDLGLAPRELAERGVRIVSRGRTQLFSLNPRSGSLITAGRIDREELCAQSARCVVSFNILVEDRVKLFGIEIEVTDINDNAPKFQAENLDVKINENVAAGMRFPLPEAIDPDVGVNSLQSYQLSPNKHFSLRVQSRANGVKYPELVLEHSLDREEEAIHHLVLTASDGGDPLRSGTVLVSVTVFDANDNAPVFTLPEYRVSVPENLPVGTQLLTVTATDRDEGANGEVTYSFRKLPDTQLLKFQLNK.... Result: 0 (no interaction). (2) The protein sequence of the target gene is MAQFPTPFGGSLDIWAITVEERAKHDQQFHSLKPISGFITGDQARNFFFQSGLPQPVLAQIWALADMNNDGRMDQVEFSIAMKLIKLKLQGYQLPSALPPVMKQQPVAISSAPAFGMGGIASMPPLTAVAPVPMGSIPVVGMSPTLVSSVPTAAVPPLANGAPPVIQPLPAFAHPAATLPKSSSFSRSGPGSQLNTKLQKAQSFDVASVPPVAEWAVPQSSRLKYRQLFNSHDKTMSGHLTGPQARTILMQSSLPQAQLASIWNLSDIDQDGKLTAEEFILAMHLIDVAMSGQPLPPVLP.... The miRNA is hsa-miR-3920 with sequence ACUGAUUAUCUUAACUCUCUGA. Result: 0 (no interaction). (3) The miRNA is mmu-miR-324-3p with sequence CCACUGCCCCAGGUGCUGCU. The protein sequence of the target gene is MENMKVLLGLICLMVPLLSLEIDVCTEYPNQIVLFLSVNEIDIRKCPLTPNKMHGDTIIWYKNDSKTPISADRDSRIHQQNEHLWFVPAKVEDSGYYYCIVRNSTYCLKTKVTVTVLENDPGLCYSTQATFPQRLHIAGDGSLVCPYVSYFKDENNELPEVQWYKNCKPLLLDNVSFFGVKDKLLVRNVAEEHRGDYICRMSYTFRGKQYPVTRVIQFITIDENKRDRPVILSPRNETIEADPGSMIQLICNVTGQFSDLVYWKWNGSEIEWNDPFLAEDYQFVEHPSTKRKYTLITTLN.... Result: 1 (interaction). (4) The miRNA is hsa-miR-4284 with sequence GGGCUCACAUCACCCCAU. The protein sequence of the target gene is MAEDPEAVLQLPAAPAAAAGESLLELSPETAIPEPPSSVAVSPGTEEPPGDTKKKIDILLKAVGDTPIMKTKKWAVERTRTVQALIDFIRKFLRLLASEQLFIYVNQSFAPSPDQEVGTLYECFGSDGKLVLHYCKSQAWG. Result: 0 (no interaction). (5) The miRNA is hsa-miR-548ad-3p with sequence GAAAACGACAAUGACUUUUGCA. The protein sequence of the target gene is MSSRKSKSNSLIHTECLSQVQRILRERFCRQSPHSNLFGVQVQYKHLSELLKRTALHGESNSVLIIGPRGSGKTMLINHALKELMEIEEVSENVLQVHLNGLLQINDKIALKEITRQLNLENVVGDKVFGSFAENLSFLLEALKKGDRTSSCPVIFILDEFDLFAHHKNQTLLYNLFDISQSAQTPIAVIGLTCRLDILELLEKRVKSRFSHRQIHLMNSFGFPQYVKIFKEQLSLPAEFPDKVFAEKWNENVQYLSEDRSVQEVLQKHFNISKNLRSLHMLLMLALNRVTASHPFMTAV.... Result: 1 (interaction). (6) The miRNA is rno-miR-133a-3p with sequence UUUGGUCCCCUUCAACCAGCUG. The protein sequence of the target gene is MSSEDREAQEDELLALASIYDGDEFRKAESVQGGETRIYLDLPQNFKIFVSGNSNECLQNSGFEYTICFLPPLVLNFELPPDYPSSSPPSFTLSGKWLSPTQLSALCKHLDNLWEEHRGSVVLFAWMQFLKEETLAYLNIVSPFELKIGSQKKVQRRTAQASPNTELDFGGAAGSDVDQEEIVDERAVQDVESLSNLIQEILDFDQAQQIKCFNSKLFLCSICFCEKLGSECMYFLECRHVYCKACLKDYFEIQIRDGQVQCLNCPEPKCPSVATPGQVKELVEAELFARYDRLLLQSSL.... Result: 0 (no interaction).